From a dataset of Full USPTO retrosynthesis dataset with 1.9M reactions from patents (1976-2016). Predict the reactants needed to synthesize the given product. (1) Given the product [OH:1][CH:2]([CH2:31][OH:32])[CH2:3][C:4]1[C:5]([OH:30])=[C:6]([C:20]([OH:22])=[O:21])[C:7](=[O:19])[NH:8][C:9]=1[C:10]1[CH:11]=[CH:12][C:13]([N:16]([CH3:18])[CH3:17])=[CH:14][CH:15]=1, predict the reactants needed to synthesize it. The reactants are: [OH:1][CH:2]([CH2:31][OH:32])[CH2:3][C:4]1[C:5]([OH:30])=[C:6]([C:20]([O:22]CC2C=CC=CC=2)=[O:21])[C:7](=[O:19])[NH:8][C:9]=1[C:10]1[CH:15]=[CH:14][C:13]([N:16]([CH3:18])[CH3:17])=[CH:12][CH:11]=1. (2) Given the product [ClH:25].[ClH:33].[NH2:1][C@H:2]1[CH2:7][CH2:6][C@H:5]([NH:8][C:9]2[C:18]3[C:13](=[CH:14][CH:15]=[C:16]([C:19]4[CH:20]=[C:21]([Cl:27])[C:22]([OH:26])=[C:23]([Cl:25])[CH:24]=4)[CH:17]=3)[N:12]=[CH:11][C:10]=2[C:28](=[O:32])[CH:29]([CH3:30])[CH3:31])[CH2:4][CH2:3]1, predict the reactants needed to synthesize it. The reactants are: [NH2:1][C@H:2]1[CH2:7][CH2:6][C@H:5]([NH:8][C:9]2[C:18]3[C:13](=[CH:14][CH:15]=[C:16]([C:19]4[CH:24]=[C:23]([Cl:25])[C:22]([OH:26])=[C:21]([Cl:27])[CH:20]=4)[CH:17]=3)[N:12]=[CH:11][C:10]=2[C:28](=[O:32])[CH:29]([CH3:31])[CH3:30])[CH2:4][CH2:3]1.[ClH:33]. (3) Given the product [F:22][C:23]([F:36])([F:35])[S:24]([O:13][C@@H:8]([C:5]1[CH:6]=[N:7][C:2]([Cl:1])=[CH:3][CH:4]=1)[C:9]([F:10])([F:11])[F:12])(=[O:26])=[O:25], predict the reactants needed to synthesize it. The reactants are: [Cl:1][C:2]1[N:7]=[CH:6][C:5]([C@H:8]([OH:13])[C:9]([F:12])([F:11])[F:10])=[CH:4][CH:3]=1.N1C(C)=CC=CC=1C.[F:22][C:23]([F:36])([F:35])[S:24](O[S:24]([C:23]([F:36])([F:35])[F:22])(=[O:26])=[O:25])(=[O:26])=[O:25].O. (4) The reactants are: O[CH:2]([CH2:15][O:16][CH:17]([CH3:19])[CH3:18])[CH2:3][NH:4][C:5](=[O:14])[O:6][CH2:7][C:8]1[CH:13]=[CH:12][CH:11]=[CH:10][CH:9]=1.[C:20]1(=[O:30])[NH:24][C:23](=[O:25])[C:22]2=[CH:26][CH:27]=[CH:28][CH:29]=[C:21]12.C1(P(C2C=CC=CC=2)C2C=CC=CC=2)C=CC=CC=1.N(C(OC(C)C)=O)=NC(OC(C)C)=O. Given the product [CH2:7]([O:6][C:5](=[O:14])[NH:4][CH2:3][CH:2]([N:24]1[C:20](=[O:30])[C:21]2[C:22](=[CH:26][CH:27]=[CH:28][CH:29]=2)[C:23]1=[O:25])[CH2:15][O:16][CH:17]([CH3:19])[CH3:18])[C:8]1[CH:13]=[CH:12][CH:11]=[CH:10][CH:9]=1, predict the reactants needed to synthesize it. (5) Given the product [C:1]1([C:7]2[CH:8]=[C:9]3[C:14](=[N:15][C:16]=2[C:17]2[CH:18]=[CH:19][CH:20]=[CH:21][CH:22]=2)[NH:13][CH:12]([CH2:23][CH2:24][CH2:25][CH2:26][CH2:27][C:28]([O:30][CH2:31][CH3:32])=[O:29])[CH2:11][CH2:10]3)[CH:2]=[CH:3][CH:4]=[CH:5][CH:6]=1, predict the reactants needed to synthesize it. The reactants are: [C:1]1([C:7]2[CH:8]=[C:9]3[C:14](=[N:15][C:16]=2[C:17]2[CH:22]=[CH:21][CH:20]=[CH:19][CH:18]=2)[N:13]=[C:12]([CH2:23][CH2:24][CH2:25][CH2:26][CH2:27][C:28]([O:30][CH2:31][CH3:32])=[O:29])[CH:11]=[CH:10]3)[CH:6]=[CH:5][CH:4]=[CH:3][CH:2]=1. (6) Given the product [S:36]([OH:39])([OH:38])(=[O:37])=[O:35].[N:1]1([C:10](=[O:34])/[CH:11]=[CH:12]/[C@@H:13]([NH:18][C:19]([C@@H:21]2[CH2:26][CH2:25][CH2:24][CH2:23][NH:22]2)=[O:20])[CH2:14][CH:15]([CH3:17])[CH3:16])[C:9]2[C:4](=[CH:5][CH:6]=[CH:7][CH:8]=2)[CH2:3][CH2:2]1, predict the reactants needed to synthesize it. The reactants are: [N:1]1([C:10](=[O:34])/[CH:11]=[CH:12]/[C@@H:13]([NH:18][C:19]([C@@H:21]2[CH2:26][CH2:25][CH2:24][CH2:23][N:22]2C(OC(C)(C)C)=O)=[O:20])[CH2:14][CH:15]([CH3:17])[CH3:16])[C:9]2[C:4](=[CH:5][CH:6]=[CH:7][CH:8]=2)[CH2:3][CH2:2]1.[OH:35][S:36]([OH:39])(=[O:38])=[O:37]. (7) Given the product [CH2:1]([O:3][C:4]([C:6]1[N:10]2[N:11]=[C:12]([NH:24][CH2:23][C:22]3[CH:25]=[CH:26][C:19]([O:18][CH3:17])=[CH:20][CH:21]=3)[CH:13]=[C:14]([CH3:15])[C:9]2=[N:8][CH:7]=1)=[O:5])[CH3:2], predict the reactants needed to synthesize it. The reactants are: [CH2:1]([O:3][C:4]([C:6]1[N:10]2[N:11]=[C:12](Cl)[CH:13]=[C:14]([CH3:15])[C:9]2=[N:8][CH:7]=1)=[O:5])[CH3:2].[CH3:17][O:18][C:19]1[CH:26]=[CH:25][C:22]([CH2:23][NH2:24])=[CH:21][CH:20]=1.